From a dataset of Full USPTO retrosynthesis dataset with 1.9M reactions from patents (1976-2016). Predict the reactants needed to synthesize the given product. (1) Given the product [CH3:1][C:2]1([CH3:12])[CH2:4][C:3]1([CH:6]1[CH2:11][NH:10][CH2:9][CH2:8][NH:7]1)[OH:5], predict the reactants needed to synthesize it. The reactants are: [CH3:1][C:2]1([CH3:12])[CH2:4][C:3]1([C:6]1[CH:11]=[N:10][CH:9]=[CH:8][N:7]=1)[OH:5]. (2) Given the product [C:1]([O:5][C:6]([N:8]([CH2:17][C:18]([O:20][C:21]([CH3:23])([CH3:22])[CH3:24])=[O:19])[C:9]1[CH:14]=[CH:13][CH:12]=[C:11]([CH:15]=[N:27][OH:26])[N:10]=1)=[O:7])([CH3:3])([CH3:4])[CH3:2], predict the reactants needed to synthesize it. The reactants are: [C:1]([O:5][C:6]([N:8]([CH2:17][C:18]([O:20][C:21]([CH3:24])([CH3:23])[CH3:22])=[O:19])[C:9]1[CH:14]=[CH:13][CH:12]=[C:11]([CH:15]=O)[N:10]=1)=[O:7])([CH3:4])([CH3:3])[CH3:2].[Cl-].[OH:26][NH3+:27].N1C=CC=CC=1. (3) Given the product [CH3:1][O:2][C:3](=[O:17])[CH2:4][CH2:5][CH2:6][CH2:7][CH2:8][CH:9]([OH:10])[C:13]([OH:14])=[O:12], predict the reactants needed to synthesize it. The reactants are: [CH3:1][O:2][C:3](=[O:17])[CH2:4][CH2:5][CH2:6][CH2:7][CH2:8][CH:9]1[C:13](=[O:14])[O:12]C(C)(C)[O:10]1.